From a dataset of NCI-60 drug combinations with 297,098 pairs across 59 cell lines. Regression. Given two drug SMILES strings and cell line genomic features, predict the synergy score measuring deviation from expected non-interaction effect. (1) Drug 1: COC1=CC(=CC(=C1O)OC)C2C3C(COC3=O)C(C4=CC5=C(C=C24)OCO5)OC6C(C(C7C(O6)COC(O7)C8=CC=CS8)O)O. Drug 2: C1CC(=O)NC(=O)C1N2C(=O)C3=CC=CC=C3C2=O. Cell line: K-562. Synergy scores: CSS=50.4, Synergy_ZIP=4.48, Synergy_Bliss=6.49, Synergy_Loewe=-31.7, Synergy_HSA=6.09. (2) Drug 1: CC1=C(C=C(C=C1)NC2=NC=CC(=N2)N(C)C3=CC4=NN(C(=C4C=C3)C)C)S(=O)(=O)N.Cl. Drug 2: CC1=CC=C(C=C1)C2=CC(=NN2C3=CC=C(C=C3)S(=O)(=O)N)C(F)(F)F. Cell line: SNB-75. Synergy scores: CSS=-1.27, Synergy_ZIP=-1.10, Synergy_Bliss=0.225, Synergy_Loewe=-0.167, Synergy_HSA=0.263. (3) Synergy scores: CSS=52.8, Synergy_ZIP=0.188, Synergy_Bliss=0.431, Synergy_Loewe=-12.5, Synergy_HSA=0.166. Drug 1: C1C(C(OC1N2C=C(C(=O)NC2=O)F)CO)O. Cell line: KM12. Drug 2: B(C(CC(C)C)NC(=O)C(CC1=CC=CC=C1)NC(=O)C2=NC=CN=C2)(O)O. (4) Drug 1: CCCS(=O)(=O)NC1=C(C(=C(C=C1)F)C(=O)C2=CNC3=C2C=C(C=N3)C4=CC=C(C=C4)Cl)F. Drug 2: CC1=C(C=C(C=C1)NC2=NC=CC(=N2)N(C)C3=CC4=NN(C(=C4C=C3)C)C)S(=O)(=O)N.Cl. Cell line: NCI-H522. Synergy scores: CSS=20.9, Synergy_ZIP=-0.224, Synergy_Bliss=10.5, Synergy_Loewe=8.58, Synergy_HSA=9.74. (5) Drug 1: CC1C(C(CC(O1)OC2CC(OC(C2O)C)OC3=CC4=CC5=C(C(=O)C(C(C5)C(C(=O)C(C(C)O)O)OC)OC6CC(C(C(O6)C)O)OC7CC(C(C(O7)C)O)OC8CC(C(C(O8)C)O)(C)O)C(=C4C(=C3C)O)O)O)O. Drug 2: CC(C)CN1C=NC2=C1C3=CC=CC=C3N=C2N. Cell line: UO-31. Synergy scores: CSS=42.2, Synergy_ZIP=0.868, Synergy_Bliss=-0.0141, Synergy_Loewe=-3.06, Synergy_HSA=-3.06. (6) Drug 1: C1CC(=O)NC(=O)C1N2CC3=C(C2=O)C=CC=C3N. Drug 2: C1=NC(=NC(=O)N1C2C(C(C(O2)CO)O)O)N. Cell line: OVCAR3. Synergy scores: CSS=9.23, Synergy_ZIP=-2.14, Synergy_Bliss=0.0457, Synergy_Loewe=-7.19, Synergy_HSA=-0.0587. (7) Drug 1: COC1=C(C=C2C(=C1)N=CN=C2NC3=CC(=C(C=C3)F)Cl)OCCCN4CCOCC4. Drug 2: C1CC(C1)(C(=O)O)C(=O)O.[NH2-].[NH2-].[Pt+2]. Cell line: HCT116. Synergy scores: CSS=38.8, Synergy_ZIP=-11.8, Synergy_Bliss=-5.92, Synergy_Loewe=-6.57, Synergy_HSA=-3.22.